Dataset: Peptide-MHC class II binding affinity with 134,281 pairs from IEDB. Task: Regression. Given a peptide amino acid sequence and an MHC pseudo amino acid sequence, predict their binding affinity value. This is MHC class II binding data. (1) The peptide sequence is QVPLVQQQQYLGQQQP. The MHC is DRB3_0101 with pseudo-sequence DRB3_0101. The binding affinity (normalized) is 0. (2) The MHC is HLA-DQA10201-DQB10301 with pseudo-sequence HLA-DQA10201-DQB10301. The binding affinity (normalized) is 0. The peptide sequence is SVVVQDPKNVYQRGTHHHHHH. (3) The binding affinity (normalized) is 0.392. The MHC is DRB1_1101 with pseudo-sequence DRB1_1101. The peptide sequence is RPAPGGKAYMDVISR. (4) The peptide sequence is CTGMLKRRLGLMSLS. The MHC is DRB1_1501 with pseudo-sequence DRB1_1501. The binding affinity (normalized) is 0.540. (5) The peptide sequence is TPEAKFDSFVASLTE. The MHC is DRB1_1001 with pseudo-sequence DRB1_1001. The binding affinity (normalized) is 0.602. (6) The peptide sequence is HYTVDKSKPKVYQ. The MHC is DRB1_0401 with pseudo-sequence DRB1_0401. The binding affinity (normalized) is 0. (7) The peptide sequence is LRNLCELLGVEPPSE. The MHC is DRB1_0101 with pseudo-sequence DRB1_0101. The binding affinity (normalized) is 0.630. (8) The binding affinity (normalized) is 0.506. The MHC is DRB1_1101 with pseudo-sequence DRB1_1101. The peptide sequence is AMCRTPFSLAEGIVL. (9) The peptide sequence is EIDSADKSGCIHNHD. The MHC is DRB1_0101 with pseudo-sequence DRB1_0101. The binding affinity (normalized) is 0. (10) The peptide sequence is GGSVIRISSANPEDL. The MHC is HLA-DQA10102-DQB10602 with pseudo-sequence HLA-DQA10102-DQB10602. The binding affinity (normalized) is 0.625.